Task: Predict the reaction yield, written as a fraction of the theoretical maximum amount of product (1.0 means a 100% yield; for example, 0.34 means a 34% yield).. Dataset: Reaction yield outcomes from USPTO patents with 853,638 reactions The reactants are [Br:1][C:2]1[CH:8]=[CH:7][C:5]([NH2:6])=[C:4]([N+:9]([O-])=O)[C:3]=1[Cl:12].[Sn](Cl)Cl.O.C(=O)(O)[O-].[Na+]. The catalyst is C(O)C. The product is [Br:1][C:2]1[C:3]([Cl:12])=[C:4]([NH2:9])[C:5]([NH2:6])=[CH:7][CH:8]=1. The yield is 0.790.